From a dataset of Forward reaction prediction with 1.9M reactions from USPTO patents (1976-2016). Predict the product of the given reaction. (1) Given the reactants [F:1][CH:2]([F:32])[N:3]1[N:19]=[CH:18][C:17]2[NH:16][C:15](=[O:20])[C@H:14]([CH3:21])[CH:13]([F:22])[CH2:12][CH2:11][C@H:10]([NH:23][C:24](=O)[O:25]C(C)(C)C)[C:9]3[CH:31]=[C:5]([CH:6]=[CH:7][CH:8]=3)[C:4]1=2.Cl.[Cl:34][C:35]1[CH:36]=[CH:37][C:38]([N:48]2[CH:52]=[C:51]([Cl:53])[N:50]=[N:49]2)=[C:39]([C:41]2[N:46]=[CH:45]N=C(O)[CH:42]=2)[CH:40]=1.CN(C(ON1N=NC2C=CC=NC1=2)=[N+](C)C)C.F[P-](F)(F)(F)(F)F.C1CCN2C(=NCCC2)CC1, predict the reaction product. The product is: [Cl:34][C:35]1[CH:36]=[CH:37][C:38]([N:48]2[CH:52]=[C:51]([Cl:53])[N:50]=[N:49]2)=[C:39]([C:41]2[N:46]=[CH:45][N:23]([C@@H:10]3[C:9]4[CH:31]=[C:5]([CH:6]=[CH:7][CH:8]=4)[C:4]4[N:3]([CH:2]([F:32])[F:1])[N:19]=[CH:18][C:17]=4[NH:16][C:15](=[O:20])[C@H:14]([CH3:21])[CH:13]([F:22])[CH2:12][CH2:11]3)[C:24](=[O:25])[CH:42]=2)[CH:40]=1. (2) Given the reactants Br[C:2]1[CH:3]=[C:4]2[C:10](I)=[N:9][N:8]([CH:12]3[CH2:17][CH2:16][CH2:15][CH2:14][O:13]3)[C:5]2=[CH:6][N:7]=1.CC1(C)C(C)(C)OB([C:26]2[CH:27]=[N:28][N:29]([CH:31]3[CH2:36][CH2:35][N:34]([C:37]([O:39][C:40]([CH3:43])([CH3:42])[CH3:41])=[O:38])[CH2:33][CH2:32]3)[CH:30]=2)O1.[N:45]1[CH:50]=[CH:49][CH:48]=[C:47](B2OC(C)(C)C(C)(C)O2)[CH:46]=1, predict the reaction product. The product is: [N:45]1[CH:50]=[CH:49][CH:48]=[C:47]([C:2]2[CH:3]=[C:4]3[C:10]([C:26]4[CH:27]=[N:28][N:29]([CH:31]5[CH2:32][CH2:33][N:34]([C:37]([O:39][C:40]([CH3:41])([CH3:42])[CH3:43])=[O:38])[CH2:35][CH2:36]5)[CH:30]=4)=[N:9][N:8]([CH:12]4[CH2:17][CH2:16][CH2:15][CH2:14][O:13]4)[C:5]3=[CH:6][N:7]=2)[CH:46]=1. (3) Given the reactants [F:1][C:2]1[CH:11]=[CH:10][C:5]([C:6]([O:8][CH3:9])=[O:7])=[C:4]([OH:12])[CH:3]=1.[H-].[Na+].Br[CH2:16][C:17]1[CH:22]=[CH:21][C:20]([O:23][CH3:24])=[CH:19][CH:18]=1.Cl, predict the reaction product. The product is: [CH3:9][O:8][C:6](=[O:7])[C:5]1[CH:10]=[CH:11][C:2]([F:1])=[CH:3][C:4]=1[O:12][CH2:16][C:17]1[CH:22]=[CH:21][C:20]([O:23][CH3:24])=[CH:19][CH:18]=1. (4) The product is: [C:28]([C:21]1[CH:22]=[CH:23][CH:24]=[CH:25][C:20]=1[CH2:19][N:7]([C:5](=[O:6])[C:4]([OH:3])=[O:27])[CH2:8][C:9]1[CH:10]=[CH:11][C:12]([C:15]([F:17])([F:18])[F:16])=[CH:13][CH:14]=1)#[C:29][CH2:30][CH2:31][CH2:32][CH2:33][CH2:34][CH2:35][CH2:36][CH3:37]. Given the reactants C([O:3][C:4](=[O:27])[C:5]([N:7]([CH2:19][C:20]1[CH:25]=[CH:24][CH:23]=[CH:22][C:21]=1Br)[CH2:8][C:9]1[CH:14]=[CH:13][C:12]([C:15]([F:18])([F:17])[F:16])=[CH:11][CH:10]=1)=[O:6])C.[CH:28]#[C:29][CH2:30][CH2:31][CH2:32][CH2:33][CH2:34][CH2:35][CH2:36][CH3:37], predict the reaction product. (5) Given the reactants Br[C:2]1[CH:3]=[C:4]2[C:8](=[C:9]([CH3:11])[CH:10]=1)[C:7](=[O:12])[N:6]([CH2:13][CH:14]1[CH2:16][CH2:15]1)[CH2:5]2.CN[C@@H]1CCCC[C@H]1NC.[I-:27].[Na+], predict the reaction product. The product is: [CH:14]1([CH2:13][N:6]2[CH2:5][C:4]3[C:8](=[C:9]([CH3:11])[CH:10]=[C:2]([I:27])[CH:3]=3)[C:7]2=[O:12])[CH2:16][CH2:15]1. (6) Given the reactants Cl[C:2]1[CH:3]=[C:4]([CH2:10][N:11]2[CH2:16][CH2:15][CH:14]([CH2:17][CH2:18][C:19]3[CH:24]=[CH:23][CH:22]=[CH:21][C:20]=3[O:25][CH2:26][CH:27]([CH3:29])[CH3:28])[CH2:13][CH2:12]2)[C:5](OC)=[N:6][CH:7]=1.S(Cl)(Cl)=[O:31].[C:34](=[O:37])([O-:36])[O-:35].[Na+].[Na+], predict the reaction product. The product is: [C:26]([OH:25])(=[O:31])[C:34]([OH:36])=[O:37].[O:35]=[C:2]1[CH2:7][NH:6][CH2:5][C:4]([CH2:10][N:11]2[CH2:16][CH2:15][CH:14]([CH2:17][CH2:18][C:19]3[CH:24]=[CH:23][CH:22]=[CH:21][C:20]=3[O:25][CH2:26][CH:27]([CH3:29])[CH3:28])[CH2:13][CH2:12]2)=[CH:3]1.